This data is from Catalyst prediction with 721,799 reactions and 888 catalyst types from USPTO. The task is: Predict which catalyst facilitates the given reaction. (1) The catalyst class is: 85. Reactant: Cl.[NH2:2][C:3]1([C:6]2[NH:7][C:8]([C:14]3[C:23]([F:24])=[CH:22][CH:21]=[C:20]4[C:15]=3[N:16]=[C:17]([NH:26][C:27]([CH3:30])([CH3:29])[CH3:28])[C:18]([CH3:25])=[N:19]4)=[CH:9][C:10]=2[C:11](O)=[O:12])[CH2:5][CH2:4]1.ON1C2C=CC=CC=2N=N1.Cl.CN(C)CCCN=C=NCC.CCN(C(C)C)C(C)C. Product: [C:27]([NH:26][C:17]1[C:18]([CH3:25])=[N:19][C:20]2[C:15]([N:16]=1)=[C:14]([C:8]1[NH:7][C:6]3[C:3]4([CH2:5][CH2:4]4)[NH:2][C:11](=[O:12])[C:10]=3[CH:9]=1)[C:23]([F:24])=[CH:22][CH:21]=2)([CH3:28])([CH3:30])[CH3:29]. (2) Reactant: [CH3:1][C:2]([CH2:9][CH2:10][CH3:11])=[CH:3][CH2:4][CH2:5][C:6](=[O:8])[CH3:7].[H][H]. Product: [CH3:1][CH:2]([CH2:9][CH2:10][CH3:11])[CH2:3][CH2:4][CH2:5][C:6](=[O:8])[CH3:7]. The catalyst class is: 45.